This data is from NCI-60 drug combinations with 297,098 pairs across 59 cell lines. The task is: Regression. Given two drug SMILES strings and cell line genomic features, predict the synergy score measuring deviation from expected non-interaction effect. (1) Cell line: HCC-2998. Drug 1: CS(=O)(=O)OCCCCOS(=O)(=O)C. Synergy scores: CSS=9.21, Synergy_ZIP=-0.670, Synergy_Bliss=5.78, Synergy_Loewe=5.20, Synergy_HSA=5.54. Drug 2: C1C(C(OC1N2C=NC3=C2NC=NCC3O)CO)O. (2) Drug 1: CC1=CC=C(C=C1)C2=CC(=NN2C3=CC=C(C=C3)S(=O)(=O)N)C(F)(F)F. Drug 2: CC1CCCC2(C(O2)CC(NC(=O)CC(C(C(=O)C(C1O)C)(C)C)O)C(=CC3=CSC(=N3)C)C)C. Cell line: DU-145. Synergy scores: CSS=38.3, Synergy_ZIP=2.40, Synergy_Bliss=0.00869, Synergy_Loewe=-37.3, Synergy_HSA=-1.89.